Dataset: Reaction yield outcomes from USPTO patents with 853,638 reactions. Task: Predict the reaction yield, written as a fraction of the theoretical maximum amount of product (1.0 means a 100% yield; for example, 0.34 means a 34% yield). The reactants are [C:1](/[C:3](=[CH:8]\[C:9]1[C:18]2[C:13](=[CH:14][CH:15]=[CH:16][CH:17]=2)[N:12]=[CH:11][CH:10]=1)/[C:4]([O:6][CH3:7])=[O:5])#[N:2].[CH3:19][O:20][C:21]1[CH:26]=[CH:25][CH:24]=[CH:23][C:22]=1[Mg]Br. The catalyst is C1COCC1. The product is [C:1]([CH:3]([CH:8]([C:22]1[CH:23]=[CH:24][CH:25]=[CH:26][C:21]=1[O:20][CH3:19])[C:9]1[C:18]2[C:13](=[CH:14][CH:15]=[CH:16][CH:17]=2)[N:12]=[CH:11][CH:10]=1)[C:4]([O:6][CH3:7])=[O:5])#[N:2]. The yield is 0.550.